From a dataset of Forward reaction prediction with 1.9M reactions from USPTO patents (1976-2016). Predict the product of the given reaction. The product is: [CH3:22][O:21][N:20]([CH3:15])[C:6]([C:5]1[S:1][CH:2]2[CH:11]=[CH:10][S:9][CH:3]2[CH:4]=1)=[O:7]. Given the reactants [S:1]1[C:5]([C:6](O)=[O:7])=[CH:4][CH:3]2[S:9][CH:10]=[CH:11][CH:2]12.C1C=C[C:15]2[N:20]([OH:21])N=NC=2C=1.[CH3:22]CN(C(C)C)C(C)C.CCN=C=NCCCN(C)C, predict the reaction product.